Task: Predict the reactants needed to synthesize the given product.. Dataset: Full USPTO retrosynthesis dataset with 1.9M reactions from patents (1976-2016) (1) Given the product [Cl:8][C:4]1[CH:5]=[N:6][CH:7]=[C:2]([C:19]2[CH:20]=[CH:21][C:16]([CH3:15])=[CH:17][CH:18]=2)[N:3]=1, predict the reactants needed to synthesize it. The reactants are: Cl[C:2]1[CH:7]=[N:6][CH:5]=[C:4]([Cl:8])[N:3]=1.C(=O)([O-])[O-].[Na+].[Na+].[CH3:15][C:16]1[CH:21]=[CH:20][C:19](B(O)O)=[CH:18][CH:17]=1. (2) Given the product [CH:43]([N:26]([CH2:25][C@H:10]1[C@H:11]([N:13]([CH3:24])[S:14]([CH2:17][C:18]2[CH:19]=[CH:20][CH:21]=[CH:22][CH:23]=2)(=[O:16])=[O:15])[CH2:12][NH:8][CH2:9]1)[C:27](=[O:42])[C:28]1[CH:33]=[CH:32][C:31]([O:34][CH3:35])=[C:30]([O:36][CH2:37][CH2:38][CH2:39][O:40][CH3:41])[CH:29]=1)([CH3:45])[CH3:44], predict the reactants needed to synthesize it. The reactants are: C(OC([N:8]1[CH2:12][C@@H:11]([N:13]([CH3:24])[S:14]([CH2:17][C:18]2[CH:23]=[CH:22][CH:21]=[CH:20][CH:19]=2)(=[O:16])=[O:15])[C@H:10]([CH2:25][N:26]([CH:43]([CH3:45])[CH3:44])[C:27](=[O:42])[C:28]2[CH:33]=[CH:32][C:31]([O:34][CH3:35])=[C:30]([O:36][CH2:37][CH2:38][CH2:39][O:40][CH3:41])[CH:29]=2)[CH2:9]1)=O)(C)(C)C.C(O)(C(F)(F)F)=O.C([O-])(O)=O.[Na+]. (3) Given the product [CH2:19]([O:18][C:12]1[CH:13]=[CH:14][CH:15]=[C:16]([F:17])[C:11]=1[CH:2]1[N:1]([CH2:27][C:26]2[CH:29]=[CH:30][CH:31]=[C:24]([O:23][C:22]([F:21])([F:32])[F:33])[CH:25]=2)[C:5](=[O:7])[CH:4]([CH3:10])[CH2:3]1)[CH3:20], predict the reactants needed to synthesize it. The reactants are: [NH2:1][CH:2]([C:11]1[C:16]([F:17])=[CH:15][CH:14]=[CH:13][C:12]=1[O:18][CH2:19][CH3:20])[CH2:3][CH:4]([CH3:10])[C:5]([O:7]CC)=O.[F:21][C:22]([F:33])([F:32])[O:23][C:24]1[CH:25]=[C:26]([CH:29]=[CH:30][CH:31]=1)[CH:27]=O.